Dataset: Full USPTO retrosynthesis dataset with 1.9M reactions from patents (1976-2016). Task: Predict the reactants needed to synthesize the given product. Given the product [CH:1]12[N:7]([C:8]([C:10]3[N:11]=[C:12]([C:33]([N:39]4[CH2:44][C@@H:43]([OH:45])[CH2:42][C@@H:41]([OH:46])[CH2:40]4)=[O:34])[S:13][C:14]=3[C:15]3[CH:20]=[CH:19][C:18]([C:21]([OH:30])([C:22]([F:25])([F:23])[F:24])[C:26]([F:29])([F:27])[F:28])=[C:17]([Cl:31])[C:16]=3[Cl:32])=[O:9])[CH:4]([CH2:5][CH2:6]1)[CH2:3][CH2:2]2, predict the reactants needed to synthesize it. The reactants are: [CH:1]12[N:7]([C:8]([C:10]3[N:11]=[C:12]([C:33](OCC)=[O:34])[S:13][C:14]=3[C:15]3[CH:20]=[CH:19][C:18]([C:21]([OH:30])([C:26]([F:29])([F:28])[F:27])[C:22]([F:25])([F:24])[F:23])=[C:17]([Cl:31])[C:16]=3[Cl:32])=[O:9])[CH:4]([CH2:5][CH2:6]1)[CH2:3][CH2:2]2.Cl.[NH:39]1[CH2:44][C@@H:43]([OH:45])[CH2:42][C@@H:41]([OH:46])[CH2:40]1.C([O-])([O-])=O.[K+].[K+].O.